This data is from Choline transporter screen with 302,306 compounds. The task is: Binary Classification. Given a drug SMILES string, predict its activity (active/inactive) in a high-throughput screening assay against a specified biological target. (1) The molecule is Clc1ccc(C(=O)NCCC(=O)NCc2cc(ccc2)C(F)(F)F)cc1. The result is 0 (inactive). (2) The compound is O(C(=O)N1CCN(CC1)C(=O)c1nc2n(nc(c2c(c1)C)C)c1ccccc1)CC. The result is 0 (inactive). (3) The molecule is Clc1ccc(S(=O)(=O)c2c(NC(=O)C)cc(cc2)C(O)=O)cc1. The result is 0 (inactive). (4) The drug is O=C(N\N=C\c1nn(cc1c1ccccc1)c1ccccc1)c1ccncc1. The result is 0 (inactive). (5) The molecule is Oc1c(cc(O)cc1)/C=C\NC=O. The result is 1 (active). (6) The molecule is Brc1ccc(S(=O)(=O)N(Cc2c(F)cccc2)c2ccc(cc2)CC(OC)=O)cc1. The result is 0 (inactive).